This data is from Full USPTO retrosynthesis dataset with 1.9M reactions from patents (1976-2016). The task is: Predict the reactants needed to synthesize the given product. Given the product [CH3:1][O:2][C:3]1[CH:4]=[CH:5][C:6]([CH2:7][N:8]2[C:12]3=[N:13][CH:14]=[CH:15][C:16]([O:17][C:18]4[CH:19]=[CH:20][C:21]([O:24][C:25]5[CH:30]=[CH:29][CH:28]=[CH:27][CH:26]=5)=[CH:22][CH:23]=4)=[C:11]3[C:10]([NH:31][C:32]3[CH:37]=[CH:36][N:35]=[C:34]([C:38]([NH2:39])=[O:42])[CH:33]=3)=[N:9]2)=[CH:40][CH:41]=1, predict the reactants needed to synthesize it. The reactants are: [CH3:1][O:2][C:3]1[CH:41]=[CH:40][C:6]([CH2:7][N:8]2[C:12]3=[N:13][CH:14]=[CH:15][C:16]([O:17][C:18]4[CH:23]=[CH:22][C:21]([O:24][C:25]5[CH:30]=[CH:29][CH:28]=[CH:27][CH:26]=5)=[CH:20][CH:19]=4)=[C:11]3[C:10]([NH:31][C:32]3[CH:37]=[CH:36][N:35]=[C:34]([C:38]#[N:39])[CH:33]=3)=[N:9]2)=[CH:5][CH:4]=1.[OH-:42].[Na+].